This data is from NCI-60 drug combinations with 297,098 pairs across 59 cell lines. The task is: Regression. Given two drug SMILES strings and cell line genomic features, predict the synergy score measuring deviation from expected non-interaction effect. (1) Drug 1: CCN(CC)CCCC(C)NC1=C2C=C(C=CC2=NC3=C1C=CC(=C3)Cl)OC. Drug 2: C1C(C(OC1N2C=NC(=NC2=O)N)CO)O. Cell line: SW-620. Synergy scores: CSS=39.8, Synergy_ZIP=-6.50, Synergy_Bliss=-3.52, Synergy_Loewe=0.930, Synergy_HSA=0.448. (2) Drug 1: CS(=O)(=O)C1=CC(=C(C=C1)C(=O)NC2=CC(=C(C=C2)Cl)C3=CC=CC=N3)Cl. Drug 2: CN(C(=O)NC(C=O)C(C(C(CO)O)O)O)N=O. Cell line: MDA-MB-231. Synergy scores: CSS=9.35, Synergy_ZIP=-3.83, Synergy_Bliss=-3.88, Synergy_Loewe=-2.97, Synergy_HSA=-2.89. (3) Drug 2: C1=CC=C(C=C1)NC(=O)CCCCCCC(=O)NO. Synergy scores: CSS=1.64, Synergy_ZIP=3.48, Synergy_Bliss=-4.08, Synergy_Loewe=-56.4, Synergy_HSA=-11.6. Cell line: CCRF-CEM. Drug 1: CCCCCOC(=O)NC1=NC(=O)N(C=C1F)C2C(C(C(O2)C)O)O. (4) Cell line: NCIH23. Synergy scores: CSS=-5.36, Synergy_ZIP=2.10, Synergy_Bliss=-1.14, Synergy_Loewe=-6.99, Synergy_HSA=-7.59. Drug 1: CN1C(=O)N2C=NC(=C2N=N1)C(=O)N. Drug 2: CC(C)(C#N)C1=CC(=CC(=C1)CN2C=NC=N2)C(C)(C)C#N. (5) Drug 1: CN1C(=O)N2C=NC(=C2N=N1)C(=O)N. Drug 2: CC1=C(N=C(N=C1N)C(CC(=O)N)NCC(C(=O)N)N)C(=O)NC(C(C2=CN=CN2)OC3C(C(C(C(O3)CO)O)O)OC4C(C(C(C(O4)CO)O)OC(=O)N)O)C(=O)NC(C)C(C(C)C(=O)NC(C(C)O)C(=O)NCCC5=NC(=CS5)C6=NC(=CS6)C(=O)NCCC[S+](C)C)O. Cell line: T-47D. Synergy scores: CSS=3.50, Synergy_ZIP=-2.32, Synergy_Bliss=-3.91, Synergy_Loewe=-8.13, Synergy_HSA=-5.14. (6) Drug 1: CC1=C(C(=O)C2=C(C1=O)N3CC4C(C3(C2COC(=O)N)OC)N4)N. Drug 2: COCCOC1=C(C=C2C(=C1)C(=NC=N2)NC3=CC=CC(=C3)C#C)OCCOC.Cl. Cell line: NCI-H522. Synergy scores: CSS=36.3, Synergy_ZIP=-12.0, Synergy_Bliss=-5.13, Synergy_Loewe=-0.909, Synergy_HSA=0.835. (7) Drug 1: CN(C)C1=NC(=NC(=N1)N(C)C)N(C)C. Cell line: UACC62. Synergy scores: CSS=0.188, Synergy_ZIP=0.458, Synergy_Bliss=1.07, Synergy_Loewe=-1.14, Synergy_HSA=-0.361. Drug 2: CS(=O)(=O)CCNCC1=CC=C(O1)C2=CC3=C(C=C2)N=CN=C3NC4=CC(=C(C=C4)OCC5=CC(=CC=C5)F)Cl. (8) Drug 1: C(=O)(N)NO. Drug 2: C1=NC2=C(N1)C(=S)N=CN2. Cell line: A498. Synergy scores: CSS=24.3, Synergy_ZIP=-6.65, Synergy_Bliss=-1.31, Synergy_Loewe=-31.7, Synergy_HSA=1.99. (9) Drug 1: C1=NC2=C(N1)C(=S)N=C(N2)N. Drug 2: CS(=O)(=O)CCNCC1=CC=C(O1)C2=CC3=C(C=C2)N=CN=C3NC4=CC(=C(C=C4)OCC5=CC(=CC=C5)F)Cl. Cell line: IGROV1. Synergy scores: CSS=45.0, Synergy_ZIP=-4.61, Synergy_Bliss=-3.21, Synergy_Loewe=-2.96, Synergy_HSA=0.358.